From a dataset of Full USPTO retrosynthesis dataset with 1.9M reactions from patents (1976-2016). Predict the reactants needed to synthesize the given product. (1) The reactants are: [Li]C(C)(C)C.[CH:6]([Si:9]([CH:18]([CH3:20])[CH3:19])([CH:15]([CH3:17])[CH3:16])[C:10]1[O:11][CH:12]=[CH:13][N:14]=1)([CH3:8])[CH3:7].[Sn:21](Cl)([CH2:30][CH2:31][CH2:32][CH3:33])([CH2:26][CH2:27][CH2:28][CH3:29])[CH2:22][CH2:23][CH2:24][CH3:25]. Given the product [CH2:30]([Sn:21]([CH2:22][CH2:23][CH2:24][CH3:25])([CH2:26][CH2:27][CH2:28][CH3:29])[C:12]1[O:11][C:10]([Si:9]([CH:6]([CH3:8])[CH3:7])([CH:15]([CH3:17])[CH3:16])[CH:18]([CH3:20])[CH3:19])=[N:14][CH:13]=1)[CH2:31][CH2:32][CH3:33], predict the reactants needed to synthesize it. (2) Given the product [C:9]12([C:6]3[CH:7]=[C:2]([Br:1])[CH:3]=[CH:4][C:5]=3[OH:8])[CH2:18][CH:13]3[CH2:14][CH:15]([CH2:17][CH:11]([CH2:12]3)[CH2:10]1)[CH2:16]2, predict the reactants needed to synthesize it. The reactants are: [Br:1][C:2]1[CH:7]=[CH:6][C:5]([OH:8])=[CH:4][CH:3]=1.[C:9]12(O)[CH2:18][CH:13]3[CH2:14][CH:15]([CH2:17][CH:11]([CH2:12]3)[CH2:10]1)[CH2:16]2.S(=O)(=O)(O)O. (3) Given the product [ClH:1].[ClH:1].[NH:26]=[C:27]([NH:2][CH2:3][CH2:4][S:5][CH2:6][C@@:7]([CH3:12])([C:9]([OH:11])=[O:10])[NH2:8])[CH3:28], predict the reactants needed to synthesize it. The reactants are: [ClH:1].[NH2:2][CH2:3][CH2:4][S:5][CH2:6][C@@:7]([CH3:12])([C:9]([OH:11])=[O:10])[NH2:8].FC(F)(F)C(O)=O.CC(C)(OC([NH:26][CH2:27][CH2:28]SC[C@@](C)(C(O)=O)N)=O)C. (4) Given the product [CH2:1]([O:8][C:9](=[O:41])[N:10]([CH:35]1[CH2:36][CH2:37][CH2:38][CH2:39][CH2:40]1)[CH2:11][C:12]1[CH:13]=[CH:14][C:15]([NH:18][CH2:19][C:20]2[CH:25]=[CH:24][C:23]([CH2:26][N:27]([CH2:28][C:29]3[NH:33][CH:32]=[CH:31][N:30]=3)[CH2:48][C:44]3[N:43]([CH3:42])[CH:47]=[CH:46][N:45]=3)=[CH:22][CH:21]=2)=[CH:16][CH:17]=1)[C:2]1[CH:7]=[CH:6][CH:5]=[CH:4][CH:3]=1, predict the reactants needed to synthesize it. The reactants are: [CH2:1]([O:8][C:9](=[O:41])[N:10]([CH:35]1[CH2:40][CH2:39][CH2:38][CH2:37][CH2:36]1)[CH2:11][C:12]1[CH:17]=[CH:16][C:15]([NH:18][C:19](=O)[C:20]2[CH:25]=[CH:24][C:23]([CH2:26][NH:27][CH2:28][C:29]3[NH:30][CH:31]=[CH:32][N:33]=3)=[CH:22][CH:21]=2)=[CH:14][CH:13]=1)[C:2]1[CH:7]=[CH:6][CH:5]=[CH:4][CH:3]=1.[CH3:42][N:43]1[CH:47]=[CH:46][N:45]=[C:44]1[CH:48]=O.C([BH3-])#N.[Na+].C(O)(=O)C.